The task is: Predict the product of the given reaction.. This data is from Forward reaction prediction with 1.9M reactions from USPTO patents (1976-2016). Given the reactants [Cl:1][C:2]1[CH:3]=[C:4]([S:9][C:10]2[NH:14][N:13]=[C:12]([CH3:15])[C:11]=2[C:16]([C:18]2[CH:23]=[CH:22][CH:21]=[CH:20][CH:19]=2)=[O:17])[CH:5]=[C:6]([Cl:8])[CH:7]=1.[H-].[Na+].I[CH:27]([CH3:29])[CH3:28].O, predict the reaction product. The product is: [Cl:8][C:6]1[CH:5]=[C:4]([S:9][C:10]2[N:14]([CH:27]([CH3:29])[CH3:28])[N:13]=[C:12]([CH3:15])[C:11]=2[C:16]([C:18]2[CH:23]=[CH:22][CH:21]=[CH:20][CH:19]=2)=[O:17])[CH:3]=[C:2]([Cl:1])[CH:7]=1.